This data is from Full USPTO retrosynthesis dataset with 1.9M reactions from patents (1976-2016). The task is: Predict the reactants needed to synthesize the given product. (1) Given the product [C:26]([C:22]1[CH:21]=[C:20]2[C:25](=[CH:24][CH:23]=1)[CH2:16][N:17]([C:9]([O:11][C:12]([CH3:13])([CH3:14])[CH3:15])=[O:10])[CH2:18][CH2:19]2)#[N:27], predict the reactants needed to synthesize it. The reactants are: [C:9](O[C:9]([O:11][C:12]([CH3:15])([CH3:14])[CH3:13])=[O:10])([O:11][C:12]([CH3:15])([CH3:14])[CH3:13])=[O:10].[CH2:16]1[C:25]2[C:20](=[CH:21][C:22]([C:26]#[N:27])=[CH:23][CH:24]=2)[CH2:19][CH2:18][NH:17]1.C(N(CC)CC)C. (2) Given the product [CH3:35][O:34][C:28]1[CH:27]=[C:26]2[C:31]([CH2:32][CH2:33][CH:24]([N:20]([CH2:21][CH2:22][CH3:23])[CH2:19][CH2:18][CH2:17][CH2:16][N:11]3[C:12](=[O:15])[CH2:13][CH2:14][NH:8][CH2:9][CH2:10]3)[CH2:25]2)=[CH:30][CH:29]=1, predict the reactants needed to synthesize it. The reactants are: C(OC([N:8]1[CH2:14][CH2:13][C:12](=[O:15])[N:11]([CH2:16][CH2:17][CH2:18][CH2:19][N:20]([CH:24]2[CH2:33][CH2:32][C:31]3[C:26](=[CH:27][C:28]([O:34][CH3:35])=[CH:29][CH:30]=3)[CH2:25]2)[CH2:21][CH2:22][CH3:23])[CH2:10][CH2:9]1)=O)(C)(C)C.FC(F)(F)C(O)=O.Cl. (3) Given the product [O:1]([CH2:8][C@@H:9]([OH:42])[CH2:10][N:11]([CH2:19][CH2:20][CH:21]([C:22]1[CH:23]=[CH:24][C:25]([C:28]([OH:30])=[O:29])=[CH:26][CH:27]=1)[C:32]1[CH:33]=[CH:34][C:35]([C:38]([OH:40])=[O:39])=[CH:36][CH:37]=1)[CH2:12][C:13]1[CH:18]=[CH:17][CH:16]=[CH:15][CH:14]=1)[C:2]1[CH:7]=[CH:6][CH:5]=[CH:4][CH:3]=1, predict the reactants needed to synthesize it. The reactants are: [O:1]([CH2:8][C@@H:9]([OH:42])[CH2:10][N:11]([CH2:19][CH2:20][CH:21]([C:32]1[CH:37]=[CH:36][C:35]([C:38]([O:40]C)=[O:39])=[CH:34][CH:33]=1)[C:22]1[CH:27]=[CH:26][C:25]([C:28]([O:30]C)=[O:29])=[CH:24][CH:23]=1)[CH2:12][C:13]1[CH:18]=[CH:17][CH:16]=[CH:15][CH:14]=1)[C:2]1[CH:7]=[CH:6][CH:5]=[CH:4][CH:3]=1.CO.[OH-].[Na+].Cl. (4) Given the product [CH:1]([O:4][C:5](=[O:33])[NH:6][C:7]1[CH:12]=[CH:11][C:10]([C:13]2[N:14]([CH:29]3[CH2:30][CH2:31][CH2:32]3)[C:15]3[C:20]([C:21]=2[C:22]#[N:23])=[CH:19][CH:18]=[C:17]([O:24][CH2:25][CH:26]([OH:27])[CH2:28][N:35]2[CH:39]=[N:38][CH:37]=[N:36]2)[CH:16]=3)=[CH:9][CH:8]=1)([CH3:2])[CH3:3], predict the reactants needed to synthesize it. The reactants are: [CH:1]([O:4][C:5](=[O:33])[NH:6][C:7]1[CH:12]=[CH:11][C:10]([C:13]2[N:14]([CH:29]3[CH2:32][CH2:31][CH2:30]3)[C:15]3[C:20]([C:21]=2[C:22]#[N:23])=[CH:19][CH:18]=[C:17]([O:24][CH2:25][CH:26]2[CH2:28][O:27]2)[CH:16]=3)=[CH:9][CH:8]=1)([CH3:3])[CH3:2].[Na].[NH:35]1[CH:39]=[N:38][CH:37]=[N:36]1. (5) The reactants are: [F:1][C:2]1[CH:7]=[CH:6][C:5]([Mg]Br)=[CH:4][CH:3]=1.[CH3:10][N:11]1[C:15]([CH:16]=[O:17])=[CH:14][N:13]=[CH:12]1.C(=O)C1C=CC=NC=1. Given the product [F:1][C:2]1[CH:7]=[CH:6][C:5]([CH:16]([C:15]2[N:11]([CH3:10])[CH:12]=[N:13][CH:14]=2)[OH:17])=[CH:4][CH:3]=1, predict the reactants needed to synthesize it. (6) Given the product [CH3:27][O:28][C:29](=[O:39])[CH2:30][O:31][C:32]1[CH:37]=[CH:36][CH:35]=[C:34]([NH:38][C:2]2[C:3]3[C:10]([C:11]4[CH:16]=[CH:15][C:14]([O:17][CH3:18])=[CH:13][CH:12]=4)=[C:9]([C:19]4[CH:24]=[CH:23][C:22]([O:25][CH3:26])=[CH:21][CH:20]=4)[O:8][C:4]=3[N:5]=[CH:6][N:7]=2)[CH:33]=1, predict the reactants needed to synthesize it. The reactants are: Cl[C:2]1[C:3]2[C:10]([C:11]3[CH:16]=[CH:15][C:14]([O:17][CH3:18])=[CH:13][CH:12]=3)=[C:9]([C:19]3[CH:24]=[CH:23][C:22]([O:25][CH3:26])=[CH:21][CH:20]=3)[O:8][C:4]=2[N:5]=[CH:6][N:7]=1.[CH3:27][O:28][C:29](=[O:39])[CH2:30][O:31][C:32]1[CH:37]=[CH:36][CH:35]=[C:34]([NH2:38])[CH:33]=1. (7) Given the product [CH3:14][C:13]([C:11]1[S:12][C:8]([C:6]2[CH:5]=[CH:4][N:3]=[C:2]([NH:36][CH2:37][C@@H:38]([OH:40])[CH3:39])[N:7]=2)=[C:9]([C:17]2[C:18]([F:35])=[C:19]([NH:23][S:24]([C:27]3[C:32]([F:33])=[CH:31][CH:30]=[CH:29][C:28]=3[F:34])(=[O:26])=[O:25])[CH:20]=[CH:21][CH:22]=2)[N:10]=1)([CH3:16])[CH3:15], predict the reactants needed to synthesize it. The reactants are: Cl[C:2]1[N:7]=[C:6]([C:8]2[S:12][C:11]([C:13]([CH3:16])([CH3:15])[CH3:14])=[N:10][C:9]=2[C:17]2[C:18]([F:35])=[C:19]([NH:23][S:24]([C:27]3[C:32]([F:33])=[CH:31][CH:30]=[CH:29][C:28]=3[F:34])(=[O:26])=[O:25])[CH:20]=[CH:21][CH:22]=2)[CH:5]=[CH:4][N:3]=1.[NH2:36][CH2:37][C@@H:38]([OH:40])[CH3:39].